This data is from Peptide-MHC class II binding affinity with 134,281 pairs from IEDB. The task is: Regression. Given a peptide amino acid sequence and an MHC pseudo amino acid sequence, predict their binding affinity value. This is MHC class II binding data. (1) The peptide sequence is KTMAVCTNAKVTAKG. The MHC is DRB1_0901 with pseudo-sequence DRB1_0901. The binding affinity (normalized) is 0.375. (2) The peptide sequence is MHVSFVMAYPEMLAA. The MHC is DRB1_1501 with pseudo-sequence DRB1_1501. The binding affinity (normalized) is 0.700. (3) The peptide sequence is DESWQQFRQELIPLL. The MHC is DRB1_0405 with pseudo-sequence DRB1_0405. The binding affinity (normalized) is 0.511. (4) The peptide sequence is FKLASSEPHCALLDC. The MHC is DRB1_0101 with pseudo-sequence DRB1_0101. The binding affinity (normalized) is 0.670. (5) The peptide sequence is FLIMRNLTNLLSARK. The MHC is H-2-IAb with pseudo-sequence H-2-IAb. The binding affinity (normalized) is 0.443. (6) The peptide sequence is EKKYFAATQFEPLRA. The MHC is HLA-DPA10103-DPB10401 with pseudo-sequence HLA-DPA10103-DPB10401. The binding affinity (normalized) is 1.00. (7) The peptide sequence is MSQIMYNYPAMMAHA. The MHC is HLA-DQA10501-DQB10201 with pseudo-sequence HLA-DQA10501-DQB10201. The binding affinity (normalized) is 0.374. (8) The peptide sequence is DAFIAALTEALRVIA. The MHC is HLA-DQA10104-DQB10503 with pseudo-sequence HLA-DQA10104-DQB10503. The binding affinity (normalized) is 0.